Predict the reaction yield, written as a fraction of the theoretical maximum amount of product (1.0 means a 100% yield; for example, 0.34 means a 34% yield). From a dataset of Reaction yield outcomes from USPTO patents with 853,638 reactions. (1) The reactants are [CH3:1][C:2]1([CH3:29])[CH2:11][C:10]2[C:5](=[CH:6][CH:7]=[C:8]([C:12]([OH:14])=O)[CH:9]=2)[NH:4][CH:3]1[C:15]1[CH:20]=[C:19]([N:21]2[CH2:26][CH2:25][O:24][CH2:23][CH2:22]2)[CH:18]=[C:17]([O:27][CH3:28])[CH:16]=1.[CH:30]1([S:33]([NH2:36])(=[O:35])=[O:34])[CH2:32][CH2:31]1. The catalyst is CN(C)C1C=CN=CC=1.ClCCl. The product is [CH3:1][C:2]1([CH3:29])[CH2:11][C:10]2[C:5](=[CH:6][CH:7]=[C:8]([C:12]([NH:36][S:33]([CH:30]3[CH2:32][CH2:31]3)(=[O:35])=[O:34])=[O:14])[CH:9]=2)[NH:4][CH:3]1[C:15]1[CH:20]=[C:19]([N:21]2[CH2:26][CH2:25][O:24][CH2:23][CH2:22]2)[CH:18]=[C:17]([O:27][CH3:28])[CH:16]=1. The yield is 0.350. (2) The reactants are [CH:1]1([CH:4]([NH2:8])[CH2:5][O:6][CH3:7])[CH2:3][CH2:2]1.C([O-])([O-])=O.[Na+].[Na+].[C:15](Cl)([O:17][CH2:18][C:19]1[CH:24]=[CH:23][CH:22]=[CH:21][CH:20]=1)=[O:16]. The catalyst is C(Cl)Cl.O.O.C(OCC)(=O)C. The product is [CH:1]1([CH:4]([NH:8][C:15](=[O:16])[O:17][CH2:18][C:19]2[CH:24]=[CH:23][CH:22]=[CH:21][CH:20]=2)[CH2:5][O:6][CH3:7])[CH2:3][CH2:2]1. The yield is 0.780. (3) The reactants are [CH3:1][O:2][C:3]1[C:4]([CH3:23])=[C:5]([C:14]([O:21][CH3:22])=[C:15]([O:19][CH3:20])[C:16]=1[O:17][CH3:18])[CH2:6][C:7]1[CH:12]=[CH:11][C:10]([OH:13])=[CH:9][CH:8]=1.C1N2CN3CN(C2)CN1C3.FC(F)(F)[C:36](O)=[O:37]. No catalyst specified. The product is [CH3:1][O:2][C:3]1[C:4]([CH3:23])=[C:5]([C:14]([O:21][CH3:22])=[C:15]([O:19][CH3:20])[C:16]=1[O:17][CH3:18])[CH2:6][C:7]1[CH:12]=[CH:11][C:10]([OH:13])=[C:9]([CH:8]=1)[CH:36]=[O:37]. The yield is 0.780. (4) The reactants are [CH3:1][C:2]1[O:6][N:5]=[C:4]([C:7]2[CH:12]=[CH:11][CH:10]=[CH:9][CH:8]=2)[C:3]=1[CH2:13][O:14][C:15]1[N:20]=[CH:19][C:18]([NH2:21])=[CH:17][CH:16]=1.[CH3:22][O:23][C:24]([C:26](Cl)=[O:27])=[O:25]. No catalyst specified. The product is [CH3:22][O:23][C:24](=[O:25])[C:26]([NH:21][C:18]1[CH:19]=[N:20][C:15]([O:14][CH2:13][C:3]2[C:4]([C:7]3[CH:12]=[CH:11][CH:10]=[CH:9][CH:8]=3)=[N:5][O:6][C:2]=2[CH3:1])=[CH:16][CH:17]=1)=[O:27]. The yield is 0.600. (5) The reactants are [I:1][C:2]1[N:3]=[C:4]([CH2:8][CH2:9][CH3:10])[NH:5][C:6]=1I.S([O-])([O-])=O.[Na+].[Na+]. The catalyst is C(O)C.O. The product is [I:1][C:2]1[N:3]=[C:4]([CH2:8][CH2:9][CH3:10])[NH:5][CH:6]=1. The yield is 0.880. (6) The reactants are [C:1]1([N:7]2[C:11]3[NH:12][C:13](=[O:20])[C:14]4[CH:15]=[CH:16][CH:17]=[CH:18][C:19]=4[C:10]=3[CH:9]=[N:8]2)[CH:6]=[CH:5][CH:4]=[CH:3][CH:2]=1.Cl.Cl[CH2:23][C:24]1[N:25]([CH3:29])[N:26]=[CH:27][N:28]=1.C(=O)([O-])[O-].[Cs+].[Cs+].O. The catalyst is CN(C=O)C. The product is [CH3:29][N:25]1[C:24]([CH2:23][O:20][C:13]2[C:14]3[CH:15]=[CH:16][CH:17]=[CH:18][C:19]=3[C:10]3[CH:9]=[N:8][N:7]([C:1]4[CH:2]=[CH:3][CH:4]=[CH:5][CH:6]=4)[C:11]=3[N:12]=2)=[N:28][CH:27]=[N:26]1. The yield is 0.740. (7) The reactants are C(N)(C)C.C([Li])CCC.[Li+].CC([N-]C(C)C)C.[CH3:18][O:19][C:20]([CH:22]1[CH2:27][CH2:26][N:25]([C:28]([O:30][C:31]([CH3:34])([CH3:33])[CH3:32])=[O:29])[CH2:24][CH2:23]1)=[O:21].[Cl:35][C:36]1[CH:43]=[CH:42][C:39]([CH2:40]Cl)=[CH:38][CH:37]=1.[Cl-].[NH4+]. The catalyst is C1COCC1.CN(P(N(C)C)(N(C)C)=O)C. The product is [CH3:18][O:19][C:20]([C:22]1([CH2:40][C:39]2[CH:42]=[CH:43][C:36]([Cl:35])=[CH:37][CH:38]=2)[CH2:23][CH2:24][N:25]([C:28]([O:30][C:31]([CH3:34])([CH3:33])[CH3:32])=[O:29])[CH2:26][CH2:27]1)=[O:21]. The yield is 0.340.